Task: Predict the product of the given reaction.. Dataset: Forward reaction prediction with 1.9M reactions from USPTO patents (1976-2016) Given the reactants [H-].[Na+].[Br:3][C:4]1[N:8]([CH3:9])[C:7]([CH2:10][OH:11])=[N:6][CH:5]=1.I[CH3:13], predict the reaction product. The product is: [Br:3][C:4]1[N:8]([CH3:9])[C:7]([CH2:10][O:11][CH3:13])=[N:6][CH:5]=1.